The task is: Predict the reaction yield, written as a fraction of the theoretical maximum amount of product (1.0 means a 100% yield; for example, 0.34 means a 34% yield).. This data is from Reaction yield outcomes from USPTO patents with 853,638 reactions. (1) The reactants are [Si](Cl)(Cl)(Cl)Cl.[N-:6]=[N+:7]=[N-:8].[Na+].[Br:10][C:11]1[CH:16]=[CH:15][C:14]([CH2:17][C:18]([NH2:20])=O)=[CH:13][CH:12]=1. The catalyst is C(#N)C. The product is [Br:10][C:11]1[CH:16]=[CH:15][C:14]([CH2:17][C:18]2[N:6]=[N:7][NH:8][N:20]=2)=[CH:13][CH:12]=1. The yield is 0.800. (2) The reactants are [NH2:1][N:2]1[CH2:7][CH2:6][CH2:5][CH2:4][CH2:3]1.[N:8]([CH2:11][C:12]1[C:13]([C:32](Cl)=[O:33])=[N:14][C:15]([C:25]2[CH:30]=[CH:29][C:28]([Cl:31])=[CH:27][CH:26]=2)=[C:16]([C:18]2[CH:23]=[CH:22][C:21]([Cl:24])=[CH:20][CH:19]=2)[N:17]=1)=[N+:9]=[N-:10]. The catalyst is C(Cl)Cl. The product is [N:8]([CH2:11][C:12]1[C:13]([C:32]([NH:1][N:2]2[CH2:7][CH2:6][CH2:5][CH2:4][CH2:3]2)=[O:33])=[N:14][C:15]([C:25]2[CH:30]=[CH:29][C:28]([Cl:31])=[CH:27][CH:26]=2)=[C:16]([C:18]2[CH:19]=[CH:20][C:21]([Cl:24])=[CH:22][CH:23]=2)[N:17]=1)=[N+:9]=[N-:10]. The yield is 0.850. (3) The reactants are [Br:1][C:2]1[CH:3]=[C:4]([C:8]2[CH:16]=[CH:15][CH:14]=[C:13]3[C:9]=2[CH2:10][C:11](=[O:17])[NH:12]3)[CH:5]=[CH:6][CH:7]=1.[CH3:18][C:19]1[CH:23]=[C:22]([CH3:24])[NH:21][C:20]=1[CH:25]=O. The yield is 0.710. The product is [CH3:18][C:19]1[CH:23]=[C:22]([CH3:24])[NH:21][C:20]=1[CH:25]=[C:10]1[C:9]2[C:13](=[CH:14][CH:15]=[CH:16][C:8]=2[C:4]2[CH:5]=[CH:6][CH:7]=[C:2]([Br:1])[CH:3]=2)[NH:12][C:11]1=[O:17]. The catalyst is C(O)C.N1CCCCC1. (4) The reactants are [CH2:1]([C:13]1[CH:14]=[C:15]([C:18]2[C:23]3=[N:24][S:25][N:26]=[C:22]3[C:21](Br)=[C:20]([Cl:28])[C:19]=2[Cl:29])[S:16][CH:17]=1)[CH2:2][CH2:3][CH2:4][CH2:5][CH2:6][CH2:7][CH2:8][CH2:9][CH2:10][CH2:11][CH3:12].[CH2:30]([C:42]1[CH:43]=[C:44]([Sn](C)(C)C)[S:45][CH:46]=1)[CH2:31][CH2:32][CH2:33][CH2:34][CH2:35][CH2:36][CH2:37][CH2:38][CH2:39][CH2:40][CH3:41]. The catalyst is Cl[Pd](Cl)([P](C1C=CC=CC=1)(C1C=CC=CC=1)C1C=CC=CC=1)[P](C1C=CC=CC=1)(C1C=CC=CC=1)C1C=CC=CC=1.ClC1C=CC=CC=1. The product is [CH2:1]([C:13]1[CH:14]=[C:15]([C:18]2[C:23]3=[N:24][S:25][N:26]=[C:22]3[C:21]([C:44]3[S:45][CH:46]=[C:42]([CH2:30][CH2:31][CH2:32][CH2:33][CH2:34][CH2:35][CH2:36][CH2:37][CH2:38][CH2:39][CH2:40][CH3:41])[CH:43]=3)=[C:20]([Cl:28])[C:19]=2[Cl:29])[S:16][CH:17]=1)[CH2:2][CH2:3][CH2:4][CH2:5][CH2:6][CH2:7][CH2:8][CH2:9][CH2:10][CH2:11][CH3:12]. The yield is 0.928. (5) The reactants are [C:1]1([N:7]2[C:19]3[CH:18]=[CH:17][CH:16]=[CH:15][C:14]=3[C:13]3[C:8]2=[CH:9][CH:10]=[CH:11][CH:12]=3)[CH:6]=[CH:5][CH:4]=[CH:3][CH:2]=1.[I:20]N1C(=O)CCC1=O. The catalyst is C(O)(=O)C. The product is [I:20][C:16]1[CH:17]=[CH:18][C:19]2[N:7]([C:1]3[CH:2]=[CH:3][CH:4]=[CH:5][CH:6]=3)[C:8]3[C:13]([C:14]=2[CH:15]=1)=[CH:12][CH:11]=[CH:10][CH:9]=3. The yield is 0.670. (6) The reactants are [CH2:1]([C:3]1[N:11]=[C:10]([O:12][CH3:13])[C:9]([NH:14][C:15]([N:17]2[CH2:22][CH2:21][N:20]([C:23]3[CH:28]=[C:27]([O:29][CH3:30])[CH:26]=[C:25]([O:31][CH3:32])[CH:24]=3)[CH2:19][CH2:18]2)=[O:16])=[CH:8][C:4]=1[C:5](O)=[O:6])[CH3:2].[CH:33]1[C:46]2[C:37](=[N:38][C:39]3[C:44]([C:45]=2[NH:47][C:48]2[CH:49]=[C:50]([CH2:55][OH:56])[CH:51]=[C:52]([NH2:54])[CH:53]=2)=[CH:43][CH:42]=[CH:41][CH:40]=3)[CH:36]=[CH:35][CH:34]=1. No catalyst specified. The product is [CH:33]1[C:46]2[C:37](=[N:38][C:39]3[C:44]([C:45]=2[NH:47][C:48]2[CH:53]=[C:52]([NH:54][C:5]([C:4]4[CH:8]=[C:9]([NH:14][C:15]([N:17]5[CH2:18][CH2:19][N:20]([C:23]6[CH:28]=[C:27]([O:29][CH3:30])[CH:26]=[C:25]([O:31][CH3:32])[CH:24]=6)[CH2:21][CH2:22]5)=[O:16])[C:10]([O:12][CH3:13])=[N:11][C:3]=4[CH2:1][CH3:2])=[O:6])[CH:51]=[C:50]([CH2:55][OH:56])[CH:49]=2)=[CH:43][CH:42]=[CH:41][CH:40]=3)[CH:36]=[CH:35][CH:34]=1. The yield is 0.702.